This data is from Retrosynthesis with 50K atom-mapped reactions and 10 reaction types from USPTO. The task is: Predict the reactants needed to synthesize the given product. (1) Given the product O=C1c2ccccc2C(=O)N1CCCCc1nnn(C(c2ccccc2)(c2ccccc2)c2ccccc2)n1, predict the reactants needed to synthesize it. The reactants are: ClC(c1ccccc1)(c1ccccc1)c1ccccc1.O=C1c2ccccc2C(=O)N1CCCCc1nn[nH]n1. (2) Given the product COC(=O)c1cccc(NC(=O)c2cccc(-c3ccc(OC)cc3OC)c2)c1, predict the reactants needed to synthesize it. The reactants are: COC(=O)c1cccc(N)c1.COc1ccc(-c2cccc(C(=O)Cl)c2)c(OC)c1. (3) The reactants are: COCCN.N#Cc1ccc(CBr)cc1. Given the product COCCNCc1ccc(C#N)cc1, predict the reactants needed to synthesize it. (4) Given the product CSc1nccc(C#Cc2ccnc(F)c2)n1, predict the reactants needed to synthesize it. The reactants are: C#Cc1ccnc(SC)n1.Fc1cc(I)ccn1. (5) Given the product C=CCN(CC=C)C(=O)N1OCCc2ccccc2C1C, predict the reactants needed to synthesize it. The reactants are: C=CCNCC=C.CC1c2ccccc2CCON1C(=O)Cl.